Dataset: Forward reaction prediction with 1.9M reactions from USPTO patents (1976-2016). Task: Predict the product of the given reaction. (1) Given the reactants [NH2:1][C:2]1[CH:7]=[CH:6][C:5]([S:8]([OH:11])(=[O:10])=[O:9])=[CH:4][CH:3]=1.O.[NH3:13], predict the reaction product. The product is: [NH2:1][C:2]1[CH:7]=[CH:6][C:5]([S:8]([O-:11])(=[O:9])=[O:10])=[CH:4][CH:3]=1.[NH4+:13]. (2) Given the reactants [Cl:1][C:2]1[CH:3]=[C:4]([NH:11][C:12]2[CH:17]=[CH:16][CH:15]=[C:14](F)[N:13]=2)[C:5]2[N:6]([CH:8]=[CH:9][N:10]=2)[N:7]=1.[NH:19]1[CH2:23][CH2:22][CH2:21][CH2:20]1, predict the reaction product. The product is: [Cl:1][C:2]1[CH:3]=[C:4]([NH:11][C:12]2[CH:17]=[CH:16][CH:15]=[C:14]([N:19]3[CH2:23][CH2:22][CH2:21][CH2:20]3)[N:13]=2)[C:5]2[N:6]([CH:8]=[CH:9][N:10]=2)[N:7]=1. (3) Given the reactants N[C:2]1[CH:3]=[CH:4][C:5]([CH2:10][CH:11]([CH3:13])[CH3:12])=[C:6]([CH:9]=1)[C:7]#[N:8].[BrH:14].N([O-])=O.[Na+].C(=O)(O)[O-].[Na+], predict the reaction product. The product is: [Br:14][C:2]1[CH:3]=[CH:4][C:5]([CH2:10][CH:11]([CH3:13])[CH3:12])=[C:6]([CH:9]=1)[C:7]#[N:8]. (4) Given the reactants C(=O)(O)[O-].[K+:5].[C:6]([O:13]CC)(=[O:12])[C:7]([O:9][CH2:10][CH3:11])=[O:8].O.C(=O)=O, predict the reaction product. The product is: [C:7]([O:9][CH2:10][CH3:11])(=[O:8])[C:6]([O-:13])=[O:12].[K+:5]. (5) Given the reactants [C:1](OC(=O)C)(=[O:3])[CH3:2].[CH:8]([O:11][C:12]([N:14]1[CH2:20][CH2:19][CH2:18][CH:17]([NH:21][CH2:22][C:23]2[CH:28]=[C:27]([C:29]([F:32])([F:31])[F:30])[CH:26]=[C:25]([C:33]([F:36])([F:35])[F:34])[CH:24]=2)[C:16]2[C:37]([CH3:41])=[CH:38][CH:39]=[CH:40][C:15]1=2)=[O:13])([CH3:10])[CH3:9].N1C=CC=CC=1.Cl, predict the reaction product. The product is: [C:1]([N:21]([CH2:22][C:23]1[CH:28]=[C:27]([C:29]([F:30])([F:32])[F:31])[CH:26]=[C:25]([C:33]([F:34])([F:35])[F:36])[CH:24]=1)[CH:17]1[CH2:18][CH2:19][CH2:20][N:14]([C:12]([O:11][CH:8]([CH3:10])[CH3:9])=[O:13])[C:15]2[CH:40]=[CH:39][CH:38]=[C:37]([CH3:41])[C:16]1=2)(=[O:3])[CH3:2]. (6) Given the reactants [Cl:1][C:2]1[N:3]([CH3:25])[C:4]([C:10](=[O:24])[NH:11][CH2:12][CH2:13][C:14]2[N:18]([CH3:19])[C:17]3[CH:20]=[CH:21][CH:22]=[CH:23][C:16]=3[N:15]=2)=[C:5]([C:7]([OH:9])=O)[N:6]=1.[NH:26]1[CH2:29][CH2:28][CH2:27]1, predict the reaction product. The product is: [CH3:19][N:18]1[C:17]2[CH:20]=[CH:21][CH:22]=[CH:23][C:16]=2[N:15]=[C:14]1[CH2:13][CH2:12][NH:11][C:10]([C:4]1[N:3]([CH3:25])[C:2]([Cl:1])=[N:6][C:5]=1[C:7]([N:26]1[CH2:29][CH2:28][CH2:27]1)=[O:9])=[O:24]. (7) Given the reactants [F:1][C:2]1[CH:19]=[CH:18][C:5]([CH2:6][C:7]2([CH3:17])[C:12](=[O:13])[N:11]([CH3:14])[C:10](=[O:15])[NH:9][C:8]2=[O:16])=[CH:4][CH:3]=1.Br[CH2:21][C:22]([C:24]1[CH:29]=[CH:28][CH:27]=[CH:26][CH:25]=1)=[O:23], predict the reaction product. The product is: [F:1][C:2]1[CH:3]=[CH:4][C:5]([CH2:6][C:7]2([CH3:17])[C:12](=[O:13])[N:11]([CH3:14])[C:10](=[O:15])[N:9]([CH2:21][C:22](=[O:23])[C:24]3[CH:29]=[CH:28][CH:27]=[CH:26][CH:25]=3)[C:8]2=[O:16])=[CH:18][CH:19]=1. (8) Given the reactants Br[CH2:2][C:3]1[S:4][C:5]2[C:11]([C:12]3[CH:13]=[C:14]([CH:20]=[CH:21][CH:22]=3)[C:15]([O:17][CH2:18][CH3:19])=[O:16])=[CH:10][CH:9]=[C:8]([F:23])[C:6]=2[CH:7]=1.[F:24][C:25]([F:36])([F:35])[C:26]1[CH:27]=[C:28](B(O)O)[CH:29]=[CH:30][CH:31]=1.COCCOC, predict the reaction product. The product is: [F:23][C:8]1[C:6]2[CH:7]=[C:3]([CH2:2][C:30]3[CH:29]=[CH:28][CH:27]=[C:26]([C:25]([F:36])([F:35])[F:24])[CH:31]=3)[S:4][C:5]=2[C:11]([C:12]2[CH:13]=[C:14]([CH:20]=[CH:21][CH:22]=2)[C:15]([O:17][CH2:18][CH3:19])=[O:16])=[CH:10][CH:9]=1. (9) Given the reactants [NH:1]([C:3]1[N:8]=[CH:7][N:6]=[C:5]2[N:9]([C:12]3[CH:17]=[CH:16][CH:15]=[CH:14][CH:13]=3)[N:10]=[CH:11][C:4]=12)[NH2:2].[CH3:18][N:19]([CH3:28])[C:20]1[CH:27]=[CH:26][C:23]([CH:24]=O)=[CH:22][N:21]=1.C1(N2C3=NC=NC(NN=CC4C=CN=CC=4)=C3C=N2)C=CC=CC=1, predict the reaction product. The product is: [C:12]1([N:9]2[C:5]3=[N:6][CH:7]=[N:8][C:3]([NH:1][N:2]=[CH:24][C:23]4[CH:26]=[CH:27][C:20]([N:19]([CH3:28])[CH3:18])=[N:21][CH:22]=4)=[C:4]3[CH:11]=[N:10]2)[CH:17]=[CH:16][CH:15]=[CH:14][CH:13]=1.